This data is from Forward reaction prediction with 1.9M reactions from USPTO patents (1976-2016). The task is: Predict the product of the given reaction. Given the reactants [C:1]([O:5][C:6](=[O:12])[NH:7][O:8][CH2:9][CH2:10]Br)([CH3:4])([CH3:3])[CH3:2].[NH:13]1[CH2:18][CH2:17][O:16][CH2:15][CH2:14]1, predict the reaction product. The product is: [C:1]([O:5][C:6](=[O:12])[NH:7][O:8][CH2:9][CH2:10][N:13]1[CH2:18][CH2:17][O:16][CH2:15][CH2:14]1)([CH3:4])([CH3:3])[CH3:2].